Dataset: Catalyst prediction with 721,799 reactions and 888 catalyst types from USPTO. Task: Predict which catalyst facilitates the given reaction. (1) The catalyst class is: 499. Reactant: [CH3:1][C:2]1[CH:10]=[C:9]([C:11]2[CH2:15][C:14]([C:20]3[CH:25]=[C:24]([Cl:26])[C:23]([Cl:27])=[C:22]([Cl:28])[CH:21]=3)([C:16]([F:19])([F:18])[F:17])[O:13][N:12]=2)[CH:8]=[CH:7][C:3]=1[C:4](O)=[O:5].CN(C(ON1N=NC2C=CC=NC1=2)=[N+](C)C)C.F[P-](F)(F)(F)(F)F.CCN(CC)CC.Cl.[NH2:61][CH:62]([C:64]1[CH:65]=[CH:66][C:67]2[C:71]([CH3:73])([CH3:72])[O:70][B:69]([OH:74])[C:68]=2[CH:75]=1)[CH3:63]. Product: [OH:74][B:69]1[C:68]2[CH:75]=[C:64]([CH:62]([NH:61][C:4](=[O:5])[C:3]3[CH:7]=[CH:8][C:9]([C:11]4[CH2:15][C:14]([C:20]5[CH:21]=[C:22]([Cl:28])[C:23]([Cl:27])=[C:24]([Cl:26])[CH:25]=5)([C:16]([F:18])([F:19])[F:17])[O:13][N:12]=4)=[CH:10][C:2]=3[CH3:1])[CH3:63])[CH:65]=[CH:66][C:67]=2[C:71]([CH3:72])([CH3:73])[O:70]1. (2) Reactant: [C:1]1([C:22]2[CH:27]=[CH:26][CH:25]=[CH:24][CH:23]=2)[CH:6]=[CH:5][CH:4]=[CH:3][C:2]=1[NH:7][C:8]([O:10][CH:11]1[CH2:16][CH2:15][N:14]([CH2:17][CH2:18][C:19](O)=[O:20])[CH2:13][CH2:12]1)=[O:9].C(N(CC)C(C)C)(C)C.[I-].ClC1C=CC=C[N+]=1C.Cl.[CH:47]1[C:59]2[CH:58]([CH2:60][O:61][C:62](=[O:69])[NH:63][CH2:64][CH2:65][CH2:66][NH:67][CH3:68])[C:57]3[C:52](=[CH:53][CH:54]=[CH:55][CH:56]=3)[C:51]=2[CH:50]=[CH:49][CH:48]=1. Product: [CH:56]1[C:57]2[CH:58]([CH2:60][O:61][C:62]([NH:63][CH2:64][CH2:65][CH2:66][N:67]([CH3:68])[C:19]([CH2:18][CH2:17][N:14]3[CH2:13][CH2:12][CH:11]([O:10][C:8](=[O:9])[NH:7][C:2]4[CH:3]=[CH:4][CH:5]=[CH:6][C:1]=4[C:22]4[CH:27]=[CH:26][CH:25]=[CH:24][CH:23]=4)[CH2:16][CH2:15]3)=[O:20])=[O:69])[C:59]3[C:51](=[CH:50][CH:49]=[CH:48][CH:47]=3)[C:52]=2[CH:53]=[CH:54][CH:55]=1. The catalyst class is: 3. (3) Reactant: Cl[C:2]1[N:3]=[CH:4][C:5]([O:17][CH3:18])=[C:6]2[C:10]([C:11](=[O:16])[C:12]([O:14][CH3:15])=[O:13])=[CH:9][NH:8][C:7]=12.C([Sn](CCCC)(CCCC)[C:24]1[CH:28]=[C:27]([C:29]([OH:34])([CH2:32][CH3:33])[CH2:30][CH3:31])[NH:26][N:25]=1)CCC. Product: [OH:34][C:29]([C:27]1[NH:26][N:25]=[C:24]([C:2]2[N:3]=[CH:4][C:5]([O:17][CH3:18])=[C:6]3[C:10]([C:11](=[O:16])[C:12]([O:14][CH3:15])=[O:13])=[CH:9][NH:8][C:7]=23)[CH:28]=1)([CH2:32][CH3:33])[CH2:30][CH3:31]. The catalyst class is: 203. (4) Reactant: I[C:2]1[CH:7]=[CH:6][C:5]([S:8]([NH:11][C:12]2[S:13][CH:14]=[CH:15][N:16]=2)(=[O:10])=[O:9])=[CH:4][CH:3]=1.CC1(C)C2C=CC=C(P(C3C=CC=CC=3)C3C=CC=CC=3)C=2OC2C1=CC=CC=2P(C1C=CC=CC=1)C1C=CC=CC=1.[C:59]([N:63]1[C:67]([NH2:68])=[CH:66][C:65]([CH2:69][C:70]2[CH:75]=[CH:74][C:73]([Cl:76])=[CH:72][CH:71]=2)=[N:64]1)([CH3:62])([CH3:61])[CH3:60].CC(C)([O-])C.[Na+]. Product: [C:59]([N:63]1[C:67]([NH:68][C:2]2[CH:7]=[CH:6][C:5]([S:8]([NH:11][C:12]3[S:13][CH:14]=[CH:15][N:16]=3)(=[O:10])=[O:9])=[CH:4][CH:3]=2)=[CH:66][C:65]([CH2:69][C:70]2[CH:71]=[CH:72][C:73]([Cl:76])=[CH:74][CH:75]=2)=[N:64]1)([CH3:62])([CH3:60])[CH3:61]. The catalyst class is: 62. (5) Reactant: [Cl:1][C:2]1[CH:3]=[C:4]([N:9]2[C:13](=[O:14])[C:12](=[O:15])[N:11]=[C:10]2SC)[CH:5]=[CH:6][C:7]=1[Cl:8].[CH:18]([NH:21][C:22]([NH:24][C:25]([CH2:27][CH3:28])=[O:26])=[NH:23])([CH3:20])[CH3:19]. Product: [Cl:1][C:2]1[CH:3]=[C:4]([N:9]2[C:13](=[O:14])[C:12](=[O:15])[NH:11][C:10]2=[N:23][C:22]([NH:21][CH:18]([CH3:19])[CH3:20])=[N:24][C:25]([CH2:27][CH3:28])=[O:26])[CH:5]=[CH:6][C:7]=1[Cl:8]. The catalyst class is: 22. (6) Reactant: [CH3:1][C:2]1[CH:12]=[CH:11][C:5]([CH:6]=[CH:7][N+:8]([O-:10])=[O:9])=[CH:4][CH:3]=1.[C:13]([O:20][CH3:21])(=[O:19])[CH2:14][C:15]([O:17][CH3:18])=[O:16]. Product: [CH3:18][O:17][C:15]([CH:14]([CH:6]([C:5]1[CH:4]=[CH:3][C:2]([CH3:1])=[CH:12][CH:11]=1)[CH2:7][N+:8]([O-:10])=[O:9])[C:13]([O:20][CH3:21])=[O:19])=[O:16]. The catalyst class is: 11. (7) Reactant: [Cl:1][C:2]1[C:7]([NH:8][C:9]2[C:18]3[C:13](=[CH:14][C:15]([OH:26])=[CH:16][C:17]=3[O:19][CH:20]3[CH2:25][CH2:24][NH:23][CH2:22][CH2:21]3)[N:12]=[CH:11][N:10]=2)=[C:6]2[O:27][CH2:28][O:29][C:5]2=[CH:4][CH:3]=1.[C:30](O[C:30]([O:32][C:33]([CH3:36])([CH3:35])[CH3:34])=[O:31])([O:32][C:33]([CH3:36])([CH3:35])[CH3:34])=[O:31]. Product: [C:33]([O:32][C:30]([N:23]1[CH2:22][CH2:21][CH:20]([O:19][C:17]2[CH:16]=[C:15]([OH:26])[CH:14]=[C:13]3[C:18]=2[C:9]([NH:8][C:7]2[C:2]([Cl:1])=[CH:3][CH:4]=[C:5]4[O:29][CH2:28][O:27][C:6]=24)=[N:10][CH:11]=[N:12]3)[CH2:25][CH2:24]1)=[O:31])([CH3:36])([CH3:35])[CH3:34]. The catalyst class is: 3. (8) Reactant: O1CCCCC1ON[C:9]([C:11]1[S:25][C:14]2[NH:15][C:16](=[O:24])/[C:17](=[CH:18]\[C:19]3[NH:20][CH:21]=[CH:22][CH:23]=3)/[C:13]=2[CH:12]=1)=[O:10].C1(C)C=CC(S(O)(=O)=[O:33])=CC=1. Product: [O:24]=[C:16]1[NH:15][C:14]2[S:25][C:11]([C:9]([OH:10])=[O:33])=[CH:12][C:13]=2/[C:17]/1=[CH:18]/[C:19]1[NH:20][CH:21]=[CH:22][CH:23]=1. The catalyst class is: 5.